From a dataset of NCI-60 drug combinations with 297,098 pairs across 59 cell lines. Regression. Given two drug SMILES strings and cell line genomic features, predict the synergy score measuring deviation from expected non-interaction effect. (1) Drug 1: C1=C(C(=O)NC(=O)N1)F. Drug 2: COC1=NC(=NC2=C1N=CN2C3C(C(C(O3)CO)O)O)N. Cell line: MCF7. Synergy scores: CSS=37.5, Synergy_ZIP=8.88, Synergy_Bliss=3.59, Synergy_Loewe=-10.9, Synergy_HSA=1.85. (2) Drug 1: C1=CC=C(C=C1)NC(=O)CCCCCCC(=O)NO. Drug 2: CS(=O)(=O)OCCCCOS(=O)(=O)C. Cell line: NCI-H460. Synergy scores: CSS=53.4, Synergy_ZIP=-2.95, Synergy_Bliss=-0.00230, Synergy_Loewe=1.95, Synergy_HSA=2.29. (3) Drug 1: CC1C(C(=O)NC(C(=O)N2CCCC2C(=O)N(CC(=O)N(C(C(=O)O1)C(C)C)C)C)C(C)C)NC(=O)C3=C4C(=C(C=C3)C)OC5=C(C(=O)C(=C(C5=N4)C(=O)NC6C(OC(=O)C(N(C(=O)CN(C(=O)C7CCCN7C(=O)C(NC6=O)C(C)C)C)C)C(C)C)C)N)C. Drug 2: CN(CC1=CN=C2C(=N1)C(=NC(=N2)N)N)C3=CC=C(C=C3)C(=O)NC(CCC(=O)O)C(=O)O. Cell line: SN12C. Synergy scores: CSS=8.60, Synergy_ZIP=-4.24, Synergy_Bliss=-0.937, Synergy_Loewe=-6.72, Synergy_HSA=-2.93. (4) Drug 1: CC1C(C(CC(O1)OC2CC(CC3=C2C(=C4C(=C3O)C(=O)C5=C(C4=O)C(=CC=C5)OC)O)(C(=O)C)O)N)O.Cl. Drug 2: CC1=CC2C(CCC3(C2CCC3(C(=O)C)OC(=O)C)C)C4(C1=CC(=O)CC4)C. Cell line: HOP-92. Synergy scores: CSS=13.7, Synergy_ZIP=4.62, Synergy_Bliss=8.61, Synergy_Loewe=-24.0, Synergy_HSA=1.17. (5) Drug 1: C1C(C(OC1N2C=C(C(=O)NC2=O)F)CO)O. Drug 2: CN(CCCl)CCCl.Cl. Cell line: ACHN. Synergy scores: CSS=37.8, Synergy_ZIP=1.43, Synergy_Bliss=2.28, Synergy_Loewe=-8.36, Synergy_HSA=4.00. (6) Drug 1: CC12CCC(CC1=CCC3C2CCC4(C3CC=C4C5=CN=CC=C5)C)O. Drug 2: CN1CCC(CC1)COC2=C(C=C3C(=C2)N=CN=C3NC4=C(C=C(C=C4)Br)F)OC. Cell line: OVCAR-5. Synergy scores: CSS=18.8, Synergy_ZIP=-5.76, Synergy_Bliss=-0.646, Synergy_Loewe=-5.87, Synergy_HSA=0.316.